Dataset: Cav3 T-type calcium channel HTS with 100,875 compounds. Task: Binary Classification. Given a drug SMILES string, predict its activity (active/inactive) in a high-throughput screening assay against a specified biological target. (1) The compound is O1N=C(CC1C(=O)NCc1ccc(OC)cc1)c1c([N+]([O-])=O)cccc1. The result is 0 (inactive). (2) The molecule is s1c(N(C(=O)c2cccnc2)C)nnc1c1ncc(nc1)C. The result is 0 (inactive).